This data is from Catalyst prediction with 721,799 reactions and 888 catalyst types from USPTO. The task is: Predict which catalyst facilitates the given reaction. (1) Reactant: [Cl:1][C:2]1[CH:3]=[C:4]([CH:6]=[CH:7][C:8]=1[F:9])[NH2:5].CC(C)=O.[Li]CCCC.Cl[Si:20]([CH3:23])([CH3:22])[CH3:21]. Product: [Cl:1][C:2]1[CH:3]=[C:4]([N:5]([Si:20]([CH3:23])([CH3:22])[CH3:21])[Si:20]([CH3:23])([CH3:22])[CH3:21])[CH:6]=[CH:7][C:8]=1[F:9]. The catalyst class is: 1. (2) Reactant: C([O:8][C:9]1[CH:10]=[CH:11][C:12]2[C:13]3[CH:14]=[CH:15][C:16]([O:76]CC4C=CC=CC=4)=[C:17]([CH:75]=3)[CH2:18][C@H:19]([NH:64]C(OCC3C=CC=CC=3)=O)[C:20](=[O:63])[NH:21][C@@H:22]([CH2:49][CH2:50][CH2:51][NH:52]C(OCC3C=CC=CC=3)=O)[C:23](=[O:48])[N:24]([CH3:47])[C@H:25]([C:29]([NH:31][CH2:32][CH2:33][CH:34]3[CH2:39][CH2:38][CH2:37][CH2:36][N:35]3C(OC(C)(C)C)=O)=[O:30])[CH2:26][C:27]=1[CH:28]=2)C1C=CC=CC=1.[BrH:84]. The catalyst class is: 15. Product: [BrH:84].[BrH:84].[BrH:84].[NH2:64][C@H:19]1[CH2:18][C:17]2[CH:75]=[C:13]([CH:14]=[CH:15][C:16]=2[OH:76])[C:12]2=[CH:28][C:27](=[C:9]([OH:8])[CH:10]=[CH:11]2)[CH2:26][C@@H:25]([C:29]([NH:31][CH2:32][CH2:33][CH:34]2[CH2:39][CH2:38][CH2:37][CH2:36][NH:35]2)=[O:30])[N:24]([CH3:47])[C:23](=[O:48])[C@H:22]([CH2:49][CH2:50][CH2:51][NH2:52])[NH:21][C:20]1=[O:63]. (3) Reactant: C[O:2][C:3]([C:5]1[CH:6]=[CH:7][C:8]2[C:9](=[O:19])[C:10]3[C:15]([O:16][C:17]=2[CH:18]=1)=[CH:14][CH:13]=[CH:12][CH:11]=3)=[O:4].CCO. Product: [O:19]=[C:9]1[C:8]2[CH:7]=[CH:6][C:5]([C:3]([OH:4])=[O:2])=[CH:18][C:17]=2[O:16][C:15]2[C:10]1=[CH:11][CH:12]=[CH:13][CH:14]=2. The catalyst class is: 74. (4) Reactant: [Cl:1][CH:2]1[N:7](Cl)[CH:6]=[C:5]([O:9][CH3:10])[CH:4]=[N:3]1.[Cl:11][C:12]1[C:17]([Cl:18])=[CH:16][CH:15]=[CH:14][C:13]=1[S:19]([NH2:22])(=[O:21])=[O:20].C(=O)([O-])[O-].[Cs+].[Cs+].Cl. Product: [Cl:11][C:12]1[C:17]([Cl:18])=[CH:16][CH:15]=[CH:14][C:13]=1[S:19]([NH:22][C:4]1[C:5]([O:9][CH3:10])=[CH:6][N:7]=[C:2]([Cl:1])[N:3]=1)(=[O:20])=[O:21]. The catalyst class is: 145. (5) Reactant: [CH3:1][O:2][C:3]1[N:4]=[CH:5][C:6]([CH:9]=O)=[N:7][CH:8]=1.[CH3:11][O:12][C:13]1[CH:14]=[C:15]([CH:17]=[C:18]([O:20][CH3:21])[CH:19]=1)[NH2:16]. Product: [CH3:21][O:20][C:18]1[CH:17]=[C:15]([CH:14]=[C:13]([O:12][CH3:11])[CH:19]=1)[N:16]=[CH:9][C:6]1[CH:5]=[N:4][C:3]([O:2][CH3:1])=[CH:8][N:7]=1. The catalyst class is: 8. (6) Reactant: [Br:1][C:2]1[C:3]([CH2:10][N:11](C)[C:12](=O)OC(C)(C)C)=[N:4][N:5]([CH3:9])[C:6]=1[C:7]#[N:8].Cl.O1CCOCC1. Product: [Br:1][C:2]1[C:3]([CH2:10][NH:11][CH3:12])=[N:4][N:5]([CH3:9])[C:6]=1[C:7]#[N:8]. The catalyst class is: 2. (7) Reactant: [NH3:1].[CH2:2]([O:4][CH2:5][C:6]1[N:7]([CH2:19][CH2:20][CH2:21][C:22](Cl)=[O:23])[C:8]2[C:17]3[N:16]=[CH:15][CH:14]=[CH:13][C:12]=3[N:11]=[CH:10][C:9]=2[N:18]=1)[CH3:3]. Product: [CH2:2]([O:4][CH2:5][C:6]1[N:7]([CH2:19][CH2:20][CH2:21][C:22]([NH2:1])=[O:23])[C:8]2[C:17]3[N:16]=[CH:15][CH:14]=[CH:13][C:12]=3[N:11]=[CH:10][C:9]=2[N:18]=1)[CH3:3]. The catalyst class is: 346. (8) Reactant: [C:1]([O:5][C:6](=[O:58])[CH2:7][N:8]1[CH:12]=[CH:11][N:10]=[C:9]1[CH2:13][N:14]([CH2:44][C:45]1[N:46]([CH2:50][C:51](=[O:57])[O:52][C:53]([CH3:56])([CH3:55])[CH3:54])[CH:47]=[CH:48][N:49]=1)[CH2:15][CH2:16][CH2:17][CH2:18][C@H:19]([NH:27][C:28](=[O:43])[NH:29][C@H:30]([C:36]([O:38][C:39]([CH3:42])([CH3:41])[CH3:40])=[O:37])[CH2:31][CH2:32][C:33](O)=[O:34])[C:20]([O:22][C:23]([CH3:26])([CH3:25])[CH3:24])=[O:21])([CH3:4])([CH3:3])[CH3:2].[NH2:59][CH2:60][CH2:61][C:62]1[CH:67]=[CH:66][C:65]([S:68]([NH2:71])(=[O:70])=[O:69])=[CH:64][CH:63]=1.CN(C(ON1N=NC2C=CC=NC1=2)=[N+](C)C)C.F[P-](F)(F)(F)(F)F.CCN(C(C)C)C(C)C. Product: [C:53]([O:52][C:51](=[O:57])[CH2:50][N:46]1[CH:47]=[CH:48][N:49]=[C:45]1[CH2:44][N:14]([CH2:13][C:9]1[N:8]([CH2:7][C:6](=[O:58])[O:5][C:1]([CH3:4])([CH3:3])[CH3:2])[CH:12]=[CH:11][N:10]=1)[CH2:15][CH2:16][CH2:17][CH2:18][C@H:19]([NH:27][C:28]([NH:29][C@@H:30]([CH2:31][CH2:32][C:33](=[O:34])[NH:59][CH2:60][CH2:61][C:62]1[CH:63]=[CH:64][C:65]([S:68](=[O:69])(=[O:70])[NH2:71])=[CH:66][CH:67]=1)[C:36]([O:38][C:39]([CH3:40])([CH3:41])[CH3:42])=[O:37])=[O:43])[C:20]([O:22][C:23]([CH3:26])([CH3:25])[CH3:24])=[O:21])([CH3:54])([CH3:55])[CH3:56]. The catalyst class is: 3.